This data is from NCI-60 drug combinations with 297,098 pairs across 59 cell lines. The task is: Regression. Given two drug SMILES strings and cell line genomic features, predict the synergy score measuring deviation from expected non-interaction effect. (1) Drug 1: C1=CN(C(=O)N=C1N)C2C(C(C(O2)CO)O)O.Cl. Drug 2: COC1=C2C(=CC3=C1OC=C3)C=CC(=O)O2. Cell line: MOLT-4. Synergy scores: CSS=68.8, Synergy_ZIP=0.624, Synergy_Bliss=0.314, Synergy_Loewe=-9.48, Synergy_HSA=0.195. (2) Drug 1: CC=C1C(=O)NC(C(=O)OC2CC(=O)NC(C(=O)NC(CSSCCC=C2)C(=O)N1)C(C)C)C(C)C. Drug 2: CCN(CC)CCCC(C)NC1=C2C=C(C=CC2=NC3=C1C=CC(=C3)Cl)OC. Cell line: HOP-92. Synergy scores: CSS=46.5, Synergy_ZIP=-5.28, Synergy_Bliss=-0.652, Synergy_Loewe=-2.84, Synergy_HSA=0.186. (3) Drug 1: CC1=C(N=C(N=C1N)C(CC(=O)N)NCC(C(=O)N)N)C(=O)NC(C(C2=CN=CN2)OC3C(C(C(C(O3)CO)O)O)OC4C(C(C(C(O4)CO)O)OC(=O)N)O)C(=O)NC(C)C(C(C)C(=O)NC(C(C)O)C(=O)NCCC5=NC(=CS5)C6=NC(=CS6)C(=O)NCCC[S+](C)C)O. Cell line: HT29. Drug 2: CC12CCC3C(C1CCC2O)C(CC4=C3C=CC(=C4)O)CCCCCCCCCS(=O)CCCC(C(F)(F)F)(F)F. Synergy scores: CSS=33.9, Synergy_ZIP=-6.00, Synergy_Bliss=-5.99, Synergy_Loewe=-6.23, Synergy_HSA=-2.62. (4) Drug 1: C1CC(=O)NC(=O)C1N2CC3=C(C2=O)C=CC=C3N. Drug 2: COC1=C(C=C2C(=C1)N=CN=C2NC3=CC(=C(C=C3)F)Cl)OCCCN4CCOCC4. Cell line: K-562. Synergy scores: CSS=4.33, Synergy_ZIP=-5.87, Synergy_Bliss=-3.65, Synergy_Loewe=-6.73, Synergy_HSA=-1.54. (5) Drug 1: CC(CN1CC(=O)NC(=O)C1)N2CC(=O)NC(=O)C2. Drug 2: C1CCC(C(C1)N)N.C(=O)(C(=O)[O-])[O-].[Pt+4]. Cell line: COLO 205. Synergy scores: CSS=59.3, Synergy_ZIP=-4.87, Synergy_Bliss=-0.386, Synergy_Loewe=-1.04, Synergy_HSA=2.97. (6) Drug 1: C1=CC(=C2C(=C1NCCNCCO)C(=O)C3=C(C=CC(=C3C2=O)O)O)NCCNCCO. Drug 2: B(C(CC(C)C)NC(=O)C(CC1=CC=CC=C1)NC(=O)C2=NC=CN=C2)(O)O. Cell line: NCI-H226. Synergy scores: CSS=42.3, Synergy_ZIP=7.23, Synergy_Bliss=7.33, Synergy_Loewe=7.12, Synergy_HSA=7.79. (7) Drug 1: C1=CC(=CC=C1CCC2=CNC3=C2C(=O)NC(=N3)N)C(=O)NC(CCC(=O)O)C(=O)O. Drug 2: CC1=C(C=C(C=C1)NC(=O)C2=CC=C(C=C2)CN3CCN(CC3)C)NC4=NC=CC(=N4)C5=CN=CC=C5. Cell line: MOLT-4. Synergy scores: CSS=40.1, Synergy_ZIP=-2.64, Synergy_Bliss=-6.31, Synergy_Loewe=-21.2, Synergy_HSA=-6.49. (8) Drug 1: CC1C(C(CC(O1)OC2CC(OC(C2O)C)OC3=CC4=CC5=C(C(=O)C(C(C5)C(C(=O)C(C(C)O)O)OC)OC6CC(C(C(O6)C)O)OC7CC(C(C(O7)C)O)OC8CC(C(C(O8)C)O)(C)O)C(=C4C(=C3C)O)O)O)O. Drug 2: CC1=C(N=C(N=C1N)C(CC(=O)N)NCC(C(=O)N)N)C(=O)NC(C(C2=CN=CN2)OC3C(C(C(C(O3)CO)O)O)OC4C(C(C(C(O4)CO)O)OC(=O)N)O)C(=O)NC(C)C(C(C)C(=O)NC(C(C)O)C(=O)NCCC5=NC(=CS5)C6=NC(=CS6)C(=O)NCCC[S+](C)C)O. Cell line: COLO 205. Synergy scores: CSS=18.7, Synergy_ZIP=-1.16, Synergy_Bliss=-1.28, Synergy_Loewe=-11.9, Synergy_HSA=-3.48. (9) Drug 1: CC1CCC2CC(C(=CC=CC=CC(CC(C(=O)C(C(C(=CC(C(=O)CC(OC(=O)C3CCCCN3C(=O)C(=O)C1(O2)O)C(C)CC4CCC(C(C4)OC)O)C)C)O)OC)C)C)C)OC. Drug 2: COCCOC1=C(C=C2C(=C1)C(=NC=N2)NC3=CC=CC(=C3)C#C)OCCOC.Cl. Cell line: SW-620. Synergy scores: CSS=7.59, Synergy_ZIP=-1.43, Synergy_Bliss=0.00844, Synergy_Loewe=-7.25, Synergy_HSA=-1.94.